Dataset: CYP2D6 inhibition data for predicting drug metabolism from PubChem BioAssay. Task: Regression/Classification. Given a drug SMILES string, predict its absorption, distribution, metabolism, or excretion properties. Task type varies by dataset: regression for continuous measurements (e.g., permeability, clearance, half-life) or binary classification for categorical outcomes (e.g., BBB penetration, CYP inhibition). Dataset: cyp2d6_veith. (1) The result is 0 (non-inhibitor). The compound is O=C(O)CNC(=O)[C@H]1NC(C(F)(F)F)(C(F)(F)F)OC1(C(F)(F)F)C(F)(F)F. (2) The molecule is NC(=O)CSc1nc2sc(-c3ccccc3)cc2c(=O)n1N. The result is 0 (non-inhibitor).